From a dataset of Forward reaction prediction with 1.9M reactions from USPTO patents (1976-2016). Predict the product of the given reaction. (1) Given the reactants [N:1]([CH2:4][CH:5]1[N:10]2[C:11]3[CH:12]=[CH:13][CH:14]=[C:15]([F:18])[C:16]=3[CH:17]=[C:9]2[C:8]2[N:19]=[C:20](Cl)[CH:21]=[CH:22][C:7]=2[O:6]1)=[N+:2]=[N-:3].[F:24][C:25]1[CH:30]=[CH:29][C:28]([C:31]2[O:32][C:33]3[CH:43]=[C:42]([N:44]([CH3:49])[S:45]([CH3:48])(=[O:47])=[O:46])[C:41](B4OC(C)(C)C(C)(C)O4)=[CH:40][C:34]=3[C:35]=2[C:36]([NH:38][CH3:39])=[O:37])=[CH:27][CH:26]=1.CC(C1C=C(C(C)C)C(C2C=CC=CC=2P(C2CCCCC2)C2CCCCC2)=C(C(C)C)C=1)C.CCOC(C)=O, predict the reaction product. The product is: [N:1]([CH2:4][CH:5]1[N:10]2[C:11]3[CH:12]=[CH:13][CH:14]=[C:15]([F:18])[C:16]=3[CH:17]=[C:9]2[C:8]2[N:19]=[C:20]([C:41]3[C:42]([N:44]([CH3:49])[S:45]([CH3:48])(=[O:47])=[O:46])=[CH:43][C:33]4[O:32][C:31]([C:28]5[CH:29]=[CH:30][C:25]([F:24])=[CH:26][CH:27]=5)=[C:35]([C:36]([NH:38][CH3:39])=[O:37])[C:34]=4[CH:40]=3)[CH:21]=[CH:22][C:7]=2[O:6]1)=[N+:2]=[N-:3]. (2) Given the reactants [CH:1]1([N:7]2[CH2:43][CH2:42][C:10]3([CH2:14][N:13]([CH2:15][C:16]4[CH:41]=[CH:40][C:19]([CH2:20][N:21]([CH2:28][C:29]5[N:30]([CH2:34][C:35]([O:37]CC)=[O:36])[CH:31]=[CH:32][N:33]=5)[CH2:22][C:23]5[NH:24][CH:25]=[CH:26][N:27]=5)=[CH:18][CH:17]=4)[CH2:12][CH2:11]3)[CH2:9][CH2:8]2)[CH2:6][CH2:5][CH2:4][CH2:3][CH2:2]1.[OH-].[Na+].Cl, predict the reaction product. The product is: [CH:1]1([N:7]2[CH2:43][CH2:42][C:10]3([CH2:14][N:13]([CH2:15][C:16]4[CH:41]=[CH:40][C:19]([CH2:20][N:21]([CH2:28][C:29]5[N:30]([CH2:34][C:35]([OH:37])=[O:36])[CH:31]=[CH:32][N:33]=5)[CH2:22][C:23]5[NH:24][CH:25]=[CH:26][N:27]=5)=[CH:18][CH:17]=4)[CH2:12][CH2:11]3)[CH2:9][CH2:8]2)[CH2:2][CH2:3][CH2:4][CH2:5][CH2:6]1. (3) The product is: [Cl:21][C:22]1[CH:27]=[C:26]([N:28]2[C:5]([C:7]3[C:12](=[O:13])[CH:11]=[CH:10][N:9]([C:14]4[CH:19]=[CH:18][CH:17]=[CH:16][CH:15]=4)[N:8]=3)=[CH:4][CH:3]=[N:2]2)[CH:25]=[CH:24][N:23]=1. Given the reactants C[N:2](C)/[CH:3]=[CH:4]/[C:5]([C:7]1[C:12](=[O:13])[CH:11]=[CH:10][N:9]([C:14]2[CH:19]=[CH:18][CH:17]=[CH:16][CH:15]=2)[N:8]=1)=O.[Cl:21][C:22]1[CH:27]=[C:26]([NH:28]N)[CH:25]=[CH:24][N:23]=1, predict the reaction product. (4) Given the reactants [CH2:1]([NH2:3])[CH3:2].O1CCCC1.[Cl:9][C:10]1[N:11]=[C:12]([C:17]([NH:19][CH:20]2[CH2:25][CH2:24][N:23]([C:26]([O:28][C:29]([CH3:32])([CH3:31])[CH3:30])=[O:27])[CH2:22][C:21]2=O)=[O:18])[NH:13][C:14]=1[CH2:15][CH3:16].C([BH3-])#N.[Na+].C(O)(=O)C, predict the reaction product. The product is: [Cl:9][C:10]1[N:11]=[C:12]([C:17]([NH:19][C@@H:20]2[CH2:25][CH2:24][N:23]([C:26]([O:28][C:29]([CH3:32])([CH3:31])[CH3:30])=[O:27])[CH2:22][C@H:21]2[NH:3][CH2:1][CH3:2])=[O:18])[NH:13][C:14]=1[CH2:15][CH3:16]. (5) Given the reactants [NH2:1][CH2:2][C@@H:3]1[C@H:8]([CH3:9])[CH2:7][CH2:6][CH2:5][N:4]1[C:10]([C:12]1[CH:17]=[C:16]([F:18])[C:15]([F:19])=[CH:14][C:13]=1[N:20]1[N:24]=[CH:23][CH:22]=[N:21]1)=[O:11].Cl[C:26]1[N:31]=[CH:30][C:29]([Cl:32])=[CH:28][N:27]=1, predict the reaction product. The product is: [Cl:32][C:29]1[CH:28]=[N:27][C:26]([NH:1][CH2:2][C@@H:3]2[C@H:8]([CH3:9])[CH2:7][CH2:6][CH2:5][N:4]2[C:10]([C:12]2[CH:17]=[C:16]([F:18])[C:15]([F:19])=[CH:14][C:13]=2[N:20]2[N:24]=[CH:23][CH:22]=[N:21]2)=[O:11])=[N:31][CH:30]=1. (6) Given the reactants C(OC([NH:8][C@H:9]1[CH2:14][CH2:13][C@H:12]([N:15]([C:19]2[CH:24]=[C:23]([CH2:25][CH2:26][CH2:27][CH2:28][N:29]3[C:33]4[CH:34]=[CH:35][C:36]([CH2:38][NH:39][CH2:40][C@H:41]([O:54][Si](C(C)(C)C)(C)C)[C:42]5[CH:51]=[CH:50][C:49]([OH:52])=[C:48]6[C:43]=5[CH:44]=[CH:45][C:46](=[O:53])[NH:47]6)=[CH:37][C:32]=4[N:31]=[CH:30]3)[CH:22]=[CH:21][C:20]=2[C:62]2[CH:67]=[CH:66][CH:65]=[CH:64][CH:63]=2)[C:16](=[O:18])[O-:17])[CH2:11][CH2:10]1)=O)(C)(C)C.C(#N)C.[ClH:71], predict the reaction product. The product is: [ClH:71].[ClH:71].[NH2:8][C@H:9]1[CH2:14][CH2:13][C@H:12]([N:15]([C:19]2[CH:24]=[C:23]([CH2:25][CH2:26][CH2:27][CH2:28][N:29]3[C:33]4[CH:34]=[CH:35][C:36]([CH2:38][NH:39][CH2:40][C@H:41]([OH:54])[C:42]5[CH:51]=[CH:50][C:49]([OH:52])=[C:48]6[C:43]=5[CH:44]=[CH:45][C:46](=[O:53])[NH:47]6)=[CH:37][C:32]=4[N:31]=[CH:30]3)[CH:22]=[CH:21][C:20]=2[C:62]2[CH:63]=[CH:64][CH:65]=[CH:66][CH:67]=2)[C:16](=[O:17])[OH:18])[CH2:11][CH2:10]1. (7) Given the reactants [OH:1][CH2:2][C@@H:3]([NH:26][CH2:27][C@H:28]([OH:37])[CH2:29][O:30][C:31]1[CH:36]=[CH:35][CH:34]=[CH:33][CH:32]=1)[CH2:4][C:5]1[CH:10]=[CH:9][C:8]([NH:11][C:12]([NH:14][C:15]2[CH:16]=[C:17]([CH:23]=[CH:24][CH:25]=2)[C:18]([O:20]CC)=[O:19])=[O:13])=[CH:7][CH:6]=1.[OH-].[Na+:39], predict the reaction product. The product is: [OH:1][CH2:2][C@@H:3]([NH:26][CH2:27][C@H:28]([OH:37])[CH2:29][O:30][C:31]1[CH:32]=[CH:33][CH:34]=[CH:35][CH:36]=1)[CH2:4][C:5]1[CH:10]=[CH:9][C:8]([NH:11][C:12]([NH:14][C:15]2[CH:16]=[C:17]([CH:23]=[CH:24][CH:25]=2)[C:18]([O-:20])=[O:19])=[O:13])=[CH:7][CH:6]=1.[Na+:39]. (8) Given the reactants [OH:1][N:2]1[C:6]([C:7]2[CH:12]=[CH:11][C:10]([O:13][CH3:14])=[CH:9][CH:8]=2)=[CH:5][C:4]([C:15]2[CH:20]=[CH:19][C:18]([O:21][CH3:22])=[CH:17][CH:16]=2)=[N:3]1.[CH3:23][N:24]([C:28]1[CH:33]=[CH:32][CH:31]=[CH:30][CH:29]=1)[C:25](Cl)=[O:26], predict the reaction product. The product is: [CH3:22][O:21][C:18]1[CH:19]=[CH:20][C:15]([C:4]2[CH:5]=[C:6]([C:7]3[CH:8]=[CH:9][C:10]([O:13][CH3:14])=[CH:11][CH:12]=3)[N:2]([O:1][C:25](=[O:26])[N:24]([CH3:23])[C:28]3[CH:33]=[CH:32][CH:31]=[CH:30][CH:29]=3)[N:3]=2)=[CH:16][CH:17]=1. (9) Given the reactants C([O:3][C:4]([C@H:6]1[C@H:11]([C:12]2[CH:17]=[CH:16][C:15]([F:18])=[CH:14][CH:13]=2)[CH2:10][C:9](=O)[N:8]([CH3:20])[C:7]1=O)=O)C.C1(C)C=CC=CC=1.O.[OH-].[Na+], predict the reaction product. The product is: [F:18][C:15]1[CH:16]=[CH:17][C:12]([C@@H:11]2[CH2:10][CH2:9][N:8]([CH3:20])[CH2:7][C@H:6]2[CH2:4][OH:3])=[CH:13][CH:14]=1.